From a dataset of Catalyst prediction with 721,799 reactions and 888 catalyst types from USPTO. Predict which catalyst facilitates the given reaction. (1) The catalyst class is: 1. Reactant: C([O:3][C:4]([CH:6]1[CH2:15][CH2:14][C:13]2[C:8](=[CH:9][CH:10]=[CH:11][CH:12]=2)[NH:7]1)=O)C.[H-].[H-].[H-].[H-].[Li+].[Al+3].[O-]S([O-])(=O)=O.[Na+].[Na+]. Product: [NH:7]1[C:8]2[C:13](=[CH:12][CH:11]=[CH:10][CH:9]=2)[CH2:14][CH2:15][CH:6]1[CH2:4][OH:3]. (2) Reactant: [CH3:1][O:2][C:3]([C:5]1[C:6]2[CH:7]=[CH:8][CH:9]=[N:10][C:11]=2[CH:12]=[C:13](Br)[C:14]=1[NH2:15])=[O:4].[C:17]([O-])([O-])=O.[K+].[K+].CB1OB(C)OB(C)O1. Product: [CH3:1][O:2][C:3]([C:5]1[C:6]2[CH:7]=[CH:8][CH:9]=[N:10][C:11]=2[CH:12]=[C:13]([CH3:17])[C:14]=1[NH2:15])=[O:4]. The catalyst class is: 12.